This data is from hERG Central: cardiac toxicity at 1µM, 10µM, and general inhibition. The task is: Predict hERG channel inhibition at various concentrations. (1) The molecule is CCn1cc(C(=O)N(C)Cc2ccc(OC(F)F)cc2)c(=O)c2ccc(C)nc21. Results: hERG_inhib (hERG inhibition (general)): blocker. (2) The molecule is O=C(Cn1c(C(=O)N2CCN(C3CCCCC3)CC2)cc2sccc21)c1ccccc1. Results: hERG_inhib (hERG inhibition (general)): blocker. (3) The compound is OC(CN1C2=NCCN2c2ccccc21)c1ccc(Br)cc1. Results: hERG_inhib (hERG inhibition (general)): blocker. (4) The compound is CCOc1ccc(OCCC(=O)N(CC)CC(=O)Nc2c(F)cccc2F)cc1. Results: hERG_inhib (hERG inhibition (general)): blocker. (5) The compound is COc1ccc(/C=N/NC(=O)c2ccc(C)cc2)cc1CN1CCN(c2ccc(F)cc2)CC1. Results: hERG_inhib (hERG inhibition (general)): blocker. (6) The compound is CC(C)CCNC(=O)CCn1nc(-c2ccc(Cl)cc2)ccc1=O. Results: hERG_inhib (hERG inhibition (general)): blocker. (7) The drug is Cc1cc(Br)ccc1OCCOCCN1CCCC1.O=C(O)C(=O)O. Results: hERG_inhib (hERG inhibition (general)): blocker. (8) The molecule is CCCN1CCC(=O)N([C@H](CSc2ccc(OC)cc2)Cc2ccccc2)CC1. Results: hERG_inhib (hERG inhibition (general)): blocker.